This data is from Reaction yield outcomes from USPTO patents with 853,638 reactions. The task is: Predict the reaction yield, written as a fraction of the theoretical maximum amount of product (1.0 means a 100% yield; for example, 0.34 means a 34% yield). The reactants are [CH3:1][N:2]([CH3:33])[CH2:3][CH2:4][N:5]([CH2:29][CH2:30][O:31][CH3:32])[C:6](=[O:28])[CH2:7][C:8]1[C:13]([C:14](=[O:23])[C:15]2[CH:20]=[CH:19][C:18]([O:21][CH3:22])=[CH:17][CH:16]=2)=[C:12]([OH:24])[CH:11]=[C:10]([OH:25])[C:9]=1[CH2:26][CH3:27].[ClH:34]. The catalyst is C(O)C. The product is [ClH:34].[CH3:33][N:2]([CH3:1])[CH2:3][CH2:4][N:5]([CH2:29][CH2:30][O:31][CH3:32])[C:6](=[O:28])[CH2:7][C:8]1[C:13]([C:14](=[O:23])[C:15]2[CH:20]=[CH:19][C:18]([O:21][CH3:22])=[CH:17][CH:16]=2)=[C:12]([OH:24])[CH:11]=[C:10]([OH:25])[C:9]=1[CH2:26][CH3:27]. The yield is 1.00.